This data is from Catalyst prediction with 721,799 reactions and 888 catalyst types from USPTO. The task is: Predict which catalyst facilitates the given reaction. (1) Reactant: [OH:1]O.[CH2:3]([OH:13])[CH2:4][CH2:5]/[CH:6]=[CH:7]\[CH2:8][CH2:9][CH2:10][CH2:11][CH3:12]. Product: [O:13]1[CH2:3][CH2:4][CH2:5][CH:6]1[CH:7]([OH:1])[CH2:8][CH2:9][CH2:10][CH2:11][CH3:12]. The catalyst class is: 8. (2) Reactant: [Zn:1].[Br:2]CCBr.C[Si](Cl)(C)C.[Cl:11][C:12]1[C:13]([F:20])=[C:14]([CH:17]=[CH:18][CH:19]=1)[CH2:15]Br. Product: [Br-:2].[Cl:11][C:12]1[C:13]([F:20])=[C:14]([CH:17]=[CH:18][CH:19]=1)[CH2:15][Zn+:1]. The catalyst class is: 7. (3) Reactant: [H-].[Na+].[Cl:3][C:4]1[CH:9]=[CH:8][C:7]([C:10]2([C:14](=[O:16])[CH3:15])[CH2:13][CH2:12][CH2:11]2)=[CH:6][CH:5]=1.[C:17](=O)([O:20]C)[O:18][CH3:19].S([O-])(O)(=O)=O.[Na+]. Product: [Cl:3][C:4]1[CH:5]=[CH:6][C:7]([C:10]2([C:14](=[O:16])[CH2:15][C:17]([O:18][CH3:19])=[O:20])[CH2:13][CH2:12][CH2:11]2)=[CH:8][CH:9]=1. The catalyst class is: 12. (4) Reactant: [OH:1][C:2]1[CH:3]=[C:4]2[C:8](=[CH:9][CH:10]=1)[C:7](=[O:11])[CH2:6][CH2:5]2.N(C(OC(C)C)=O)=NC(OC(C)C)=O.[F:26][C:27]([F:42])([F:41])[C:28]1[CH:33]=[CH:32][C:31]([N:34]2[CH2:39][CH2:38][CH:37](O)[CH2:36][CH2:35]2)=[CH:30][CH:29]=1.C1(P(C2C=CC=CC=2)C2C=CC=CC=2)C=CC=CC=1. Product: [F:42][C:27]([F:26])([F:41])[C:28]1[CH:29]=[CH:30][C:31]([N:34]2[CH2:39][CH2:38][CH:37]([O:1][C:2]3[CH:3]=[C:4]4[C:8](=[CH:9][CH:10]=3)[C:7](=[O:11])[CH2:6][CH2:5]4)[CH2:36][CH2:35]2)=[CH:32][CH:33]=1. The catalyst class is: 11. (5) Product: [NH:1]1[C:5]2=[N:6][CH:7]=[CH:8][CH:9]=[C:4]2[C:3](/[CH:10]=[C:11]2\[O:12][C:13]3[C:20]([CH2:21][N:22]4[CH2:27][CH2:26][NH:25][CH2:24][CH2:23]4)=[CH:19][CH:18]=[CH:17][C:14]=3[C:15]\2=[O:16])=[CH:2]1. Reactant: [NH:1]1[C:5]2=[N:6][CH:7]=[CH:8][CH:9]=[C:4]2[C:3](/[CH:10]=[C:11]2\[O:12][C:13]3[C:20]([CH2:21][N:22]4[CH2:27][CH2:26][N:25](C(OC(C)(C)C)=O)[CH2:24][CH2:23]4)=[CH:19][CH:18]=[CH:17][C:14]=3[C:15]\2=[O:16])=[CH:2]1.Cl. The catalyst class is: 135. (6) Reactant: [CH3:1][N:2]([CH3:15])[CH2:3][CH2:4][O:5][C:6]1[CH:11]=[N:10][C:9]([N+:12]([O-])=O)=[CH:8][N:7]=1. Product: [CH3:1][N:2]([CH3:15])[CH2:3][CH2:4][O:5][C:6]1[N:7]=[CH:8][C:9]([NH2:12])=[N:10][CH:11]=1. The catalyst class is: 43. (7) Reactant: [C:1]([N:8]1[CH:12]=[CH:11]N=C1)([N:3]1[CH:7]=[CH:6]N=C1)=[O:2].[Cl:13][C:14]1[CH:20]=[CH:19][C:18]([C:21]([F:24])([F:23])[F:22])=CC=1N.NC1C=[CH:46][C:29]([O:30][C:31]2[CH:36]=[CH:35][N:34]=[C:33]([NH:37][CH2:38][CH2:39][CH2:40][O:41][Si](C)(C)C)[N:32]=2)=[CH:28][CH:27]=1.[F-].C([N+](CCCC)(CCCC)CCCC)CCC. Product: [Cl:13][C:14]1[CH:20]=[CH:19][C:18]([C:21]([F:22])([F:23])[F:24])=[CH:11][C:12]=1[NH:8][C:1]([NH:3][C:7]1[CH:6]=[CH:46][C:29]([O:30][C:31]2[CH:36]=[CH:35][N:34]=[C:33]([NH:37][CH2:38][CH2:39][CH2:40][OH:41])[N:32]=2)=[CH:28][CH:27]=1)=[O:2]. The catalyst class is: 410.